Dataset: Full USPTO retrosynthesis dataset with 1.9M reactions from patents (1976-2016). Task: Predict the reactants needed to synthesize the given product. (1) Given the product [S:1]1[C:5]2[CH:6]=[CH:7][CH:8]=[CH:9][C:4]=2[NH:3][C:2]1=[C:10]([C:13]#[N:14])[C:11]([NH2:18])=[NH:12], predict the reactants needed to synthesize it. The reactants are: [S:1]1[C:5]2[CH:6]=[CH:7][CH:8]=[CH:9][C:4]=2[NH:3][C:2]1=[C:10]([C:13]#[N:14])[C:11]#[N:12].Cl.S1C2C=CC=CC=2[NH:18]C1=C(C#N)C(=N)[O-].N. (2) Given the product [CH2:19]([O:26][CH2:27][C@@H:28]([CH3:33])[CH2:29][C:30]1[N:31]=[C:5]([C:4]2[CH:7]=[CH:8][C:9]([Cl:10])=[C:2]([Cl:1])[CH:3]=2)[C:13]([C:11]#[N:12])=[C:14]([OH:15])[N:32]=1)[C:20]1[CH:25]=[CH:24][CH:23]=[CH:22][CH:21]=1, predict the reactants needed to synthesize it. The reactants are: [Cl:1][C:2]1[CH:3]=[C:4]([CH:7]=[CH:8][C:9]=1[Cl:10])[CH:5]=O.[C:11]([CH2:13][C:14](OCC)=[O:15])#[N:12].[CH2:19]([O:26][CH2:27][C@@H:28]([CH3:33])[CH2:29][C:30](=[NH:32])[NH2:31])[C:20]1[CH:25]=[CH:24][CH:23]=[CH:22][CH:21]=1.C([O-])([O-])=O.[K+].[K+]. (3) Given the product [C:28](=[N:41][C:42]1[C:50]2[C:45](=[N:46][C:47]([C:15]3[CH:14]=[CH:13][C:12]([NH:11][S:8]([C:6]4[CH:7]=[C:2]([Cl:1])[CH:3]=[CH:4][C:5]=4[F:27])(=[O:9])=[O:10])=[CH:17][CH:16]=3)=[N:48][C:49]=2[O:51][CH3:52])[N:44]([CH:54]2[CH2:59][CH2:58][CH2:57][CH2:56][O:55]2)[N:43]=1)([C:35]1[CH:36]=[CH:37][CH:38]=[CH:39][CH:40]=1)[C:29]1[CH:34]=[CH:33][CH:32]=[CH:31][CH:30]=1, predict the reactants needed to synthesize it. The reactants are: [Cl:1][C:2]1[CH:3]=[CH:4][C:5]([F:27])=[C:6]([S:8]([NH:11][C:12]2[CH:17]=[CH:16][C:15](B3OC(C)(C)C(C)(C)O3)=[CH:14][CH:13]=2)(=[O:10])=[O:9])[CH:7]=1.[C:28](=[N:41][C:42]1[C:50]2[C:45](=[N:46][C:47](Cl)=[N:48][C:49]=2[O:51][CH3:52])[N:44]([CH:54]2[CH2:59][CH2:58][CH2:57][CH2:56][O:55]2)[N:43]=1)([C:35]1[CH:40]=[CH:39][CH:38]=[CH:37][CH:36]=1)[C:29]1[CH:34]=[CH:33][CH:32]=[CH:31][CH:30]=1.C(=O)([O-])[O-].[Cs+].[Cs+].CCCCC(COC(CC(S([O-])(=O)=O)C(OCC(CCCC)CC)=O)=O)CC.[Na+]. (4) Given the product [Cl:16][CH:17]([Cl:36])[C:18]([NH:20][C@H:21]([CH2:34][F:35])[C@@H:22]([C:23]1[CH:24]=[CH:25][C:26]([C:2]2[S:6][C:5]([CH2:7][NH:8][C:9](=[O:15])[O:10][C:11]([CH3:14])([CH3:13])[CH3:12])=[CH:4][CH:3]=2)=[CH:27][CH:28]=1)[OH:33])=[O:19], predict the reactants needed to synthesize it. The reactants are: Br[C:2]1[S:6][C:5]([CH2:7][NH:8][C:9](=[O:15])[O:10][C:11]([CH3:14])([CH3:13])[CH3:12])=[CH:4][CH:3]=1.[Cl:16][CH:17]([Cl:36])[C:18]([NH:20][C@H:21]([CH2:34][F:35])[C@H:22]([OH:33])[C:23]1[CH:28]=[CH:27][C:26]([Sn](C)(C)C)=[CH:25][CH:24]=1)=[O:19].[F-].[Cs+]. (5) Given the product [CH3:1][C:2]1[C:3]([C:4]([N:31]2[CH2:32][CH2:33][CH:28]([N:23]3[CH2:27][CH2:26][CH2:25][CH2:24]3)[CH2:29][CH2:30]2)=[O:6])=[C:7]([CH3:22])[CH:8]=[C:9]([C:11]2[CH:16]=[CH:15][CH:14]=[C:13]([O:17][C:18]([F:19])([F:20])[F:21])[CH:12]=2)[N:10]=1, predict the reactants needed to synthesize it. The reactants are: [CH3:1][C:2]1[N:10]=[C:9]([C:11]2[CH:16]=[CH:15][CH:14]=[C:13]([O:17][C:18]([F:21])([F:20])[F:19])[CH:12]=2)[CH:8]=[C:7]([CH3:22])[C:3]=1[C:4]([OH:6])=O.[N:23]1([CH:28]2[CH2:33][CH2:32][NH:31][CH2:30][CH2:29]2)[CH2:27][CH2:26][CH2:25][CH2:24]1. (6) Given the product [CH3:1][O:2][C:3](=[O:27])[C:4]1[C:9]([OH:10])=[C:8]([O:14][CH2:15][C:16]2[CH:17]=[CH:18][CH:19]=[CH:20][CH:21]=2)[C:7]([CH2:22][OH:23])=[N:6][CH:5]=1, predict the reactants needed to synthesize it. The reactants are: [CH3:1][O:2][C:3](=[O:27])[C:4]1[C:9]([O:10]C(=O)C)=[C:8]([O:14][CH2:15][C:16]2[CH:21]=[CH:20][CH:19]=[CH:18][CH:17]=2)[C:7]([CH2:22][O:23]C(=O)C)=[N:6][CH:5]=1.[Cl-].[NH4+].